From a dataset of Full USPTO retrosynthesis dataset with 1.9M reactions from patents (1976-2016). Predict the reactants needed to synthesize the given product. (1) Given the product [C:1]([O:5][C:6]([N:8]1[CH2:14][CH2:13][CH2:12][N:11]([C:15]2[CH:20]=[C:19]([C:21]3[CH:26]=[CH:25][CH:24]=[C:23]([C:27]([F:30])([F:29])[F:28])[CH:22]=3)[N:18]=[C:17]([C:35]#[N:36])[N:16]=2)[CH2:10][CH2:9]1)=[O:7])([CH3:4])([CH3:3])[CH3:2], predict the reactants needed to synthesize it. The reactants are: [C:1]([O:5][C:6]([N:8]1[CH2:14][CH2:13][CH2:12][N:11]([C:15]2[CH:20]=[C:19]([C:21]3[CH:26]=[CH:25][CH:24]=[C:23]([C:27]([F:30])([F:29])[F:28])[CH:22]=3)[N:18]=[C:17](S(C)(=O)=O)[N:16]=2)[CH2:10][CH2:9]1)=[O:7])([CH3:4])([CH3:3])[CH3:2].[C-:35]#[N:36].[Na+]. (2) Given the product [CH3:47][C:48]1[C:56]2[C:51](=[CH:52][CH:53]=[CH:54][C:55]=2[NH:57][C:19]([C:16]2[N:13]3[CH:14]=[CH:15][C:10]([O:9][CH2:8][CH2:7][N:4]4[CH2:3][CH2:2][O:1][CH2:6][CH2:5]4)=[CH:11][C:12]3=[N:18][CH:17]=2)=[O:21])[N:50]([CH2:58][C:59]2[CH:64]=[CH:63][CH:62]=[C:61]([CH3:65])[N:60]=2)[N:49]=1, predict the reactants needed to synthesize it. The reactants are: [O:1]1[CH2:6][CH2:5][N:4]([CH2:7][CH2:8][O:9][C:10]2[CH:15]=[CH:14][N:13]3[C:16]([C:19]([O-:21])=O)=[CH:17][N:18]=[C:12]3[CH:11]=2)[CH2:3][CH2:2]1.[Li+].F[P-](F)(F)(F)(F)F.N1(OC(N(C)C)=[N+](C)C)C2N=CC=CC=2N=N1.[CH3:47][C:48]1[C:56]2[C:55]([NH2:57])=[CH:54][CH:53]=[CH:52][C:51]=2[N:50]([CH2:58][C:59]2[CH:64]=[CH:63][CH:62]=[C:61]([CH3:65])[N:60]=2)[N:49]=1.C(N(C(C)C)CC)(C)C. (3) Given the product [Cl:1][C:2]1[CH:3]=[C:4]([CH:26]=[CH:27][CH:28]=1)[CH2:5][NH:6][C:7]([C:9]1[CH:25]=[CH:24][C:12]2[S:13][C:14]3[CH:22]=[CH:21][C:20]([F:23])=[CH:19][C:15]=3[C:16]([N:29]3[CH2:34][CH2:33][CH2:32][CH2:31][CH2:30]3)=[N:17][C:11]=2[CH:10]=1)=[O:8], predict the reactants needed to synthesize it. The reactants are: [Cl:1][C:2]1[CH:3]=[C:4]([CH:26]=[CH:27][CH:28]=1)[CH2:5][NH:6][C:7]([C:9]1[CH:25]=[CH:24][C:12]2[S:13][C:14]3[CH:22]=[CH:21][C:20]([F:23])=[CH:19][C:15]=3[C:16](Cl)=[N:17][C:11]=2[CH:10]=1)=[O:8].[NH:29]1[CH2:34][CH2:33][CH2:32][CH2:31][CH2:30]1. (4) Given the product [Cl:12][C:13]1[CH:18]=[C:17]([CH:19]=[O:1])[CH:16]=[CH:15][C:14]=1[N:21]1[C:25]2[C:26]3[S:30][C:29]([NH:31][C:32](=[O:34])[CH3:33])=[N:28][C:27]=3[CH2:35][CH2:36][C:24]=2[C:23]([C:37]2[CH:38]=[N:39][CH:40]=[CH:41][CH:42]=2)=[N:22]1, predict the reactants needed to synthesize it. The reactants are: [OH2:1].[PH2]([O-])=O.C([NH+](CC)CC)C.[Cl:12][C:13]1[CH:18]=[C:17]([C:19]#N)[CH:16]=[CH:15][C:14]=1[N:21]1[C:25]2[C:26]3[S:30][C:29]([NH:31][C:32](=[O:34])[CH3:33])=[N:28][C:27]=3[CH2:35][CH2:36][C:24]=2[C:23]([C:37]2[CH:38]=[N:39][CH:40]=[CH:41][CH:42]=2)=[N:22]1. (5) The reactants are: [Br:1][CH2:2][C:3]([C:5]1[CH:10]=[C:9]([F:11])[C:8]([F:12])=[CH:7][C:6]=1[F:13])=[O:4].[O:14]1[CH:18]=[CH:17][N:16]=[C:15]1[NH2:19].C1COCC1. Given the product [BrH:1].[NH:19]=[C:15]1[N:16]([CH2:2][C:3]([C:5]2[CH:10]=[C:9]([F:11])[C:8]([F:12])=[CH:7][C:6]=2[F:13])=[O:4])[CH:17]=[CH:18][O:14]1, predict the reactants needed to synthesize it. (6) Given the product [Cl:10][C:11]1[CH:32]=[CH:31][C:30]([F:33])=[CH:29][C:12]=1[O:13][C:14]1[CH:19]=[CH:18][C:17]([C:2]2[S:6][C:5]([C:7]([NH2:9])=[O:8])=[CH:4][CH:3]=2)=[CH:16][CH:15]=1, predict the reactants needed to synthesize it. The reactants are: Br[C:2]1[S:6][C:5]([C:7]([NH2:9])=[O:8])=[CH:4][CH:3]=1.[Cl:10][C:11]1[CH:32]=[CH:31][C:30]([F:33])=[CH:29][C:12]=1[O:13][C:14]1[CH:19]=[CH:18][C:17](B2OC(C)(C)C(C)(C)O2)=[CH:16][CH:15]=1.C(=O)([O-])[O-].[Na+].[Na+].N#N.